Dataset: Reaction yield outcomes from USPTO patents with 853,638 reactions. Task: Predict the reaction yield, written as a fraction of the theoretical maximum amount of product (1.0 means a 100% yield; for example, 0.34 means a 34% yield). The reactants are [Br:1][C:2]1[CH:7]=[CH:6][C:5]([O:8][CH3:9])=[C:4]([N+:10]([O-])=O)[C:3]=1[CH3:13].[CH3:14]OC(OC)N(C)C.N1CCCC1.C([O-])([O-])=O.[Na+].[Na+]. The catalyst is CN(C=O)C.O.[Fe].CC(O)=O. The product is [Br:1][C:2]1[CH:7]=[CH:6][C:5]([O:8][CH3:9])=[C:4]2[C:3]=1[CH:13]=[CH:14][NH:10]2. The yield is 0.440.